This data is from Forward reaction prediction with 1.9M reactions from USPTO patents (1976-2016). The task is: Predict the product of the given reaction. (1) Given the reactants [NH:1]1[C:5]2=[N:6][CH:7]=[CH:8][CH:9]=[C:4]2[C:3]([C:10]2[N:11]=[C:12]([CH2:15][NH:16]C(=O)OC(C)(C)C)[S:13][CH:14]=2)=[CH:2]1.FC(F)(F)C(O)=O.C(Cl)Cl, predict the reaction product. The product is: [NH:1]1[C:5]2=[N:6][CH:7]=[CH:8][CH:9]=[C:4]2[C:3]([C:10]2[N:11]=[C:12]([CH2:15][NH2:16])[S:13][CH:14]=2)=[CH:2]1. (2) The product is: [CH3:1][C:2]1([CH:6]2[C:15]3[C:10](=[CH:11][CH:12]=[CH:13][CH:14]=3)[N:9]([CH2:16][CH2:17][NH2:19])[CH2:8][CH2:7]2)[CH2:5][O:4][CH2:3]1. Given the reactants [CH3:1][C:2]1([CH:6]2[C:15]3[C:10](=[CH:11][CH:12]=[CH:13][CH:14]=3)[N:9]([CH2:16][C:17]([NH2:19])=O)[CH2:8][CH2:7]2)[CH2:5][O:4][CH2:3]1.[H-].[Al+3].[Li+].[H-].[H-].[H-].[OH-].[Na+].[O-]S([O-])(=O)=O.[Mg+2], predict the reaction product. (3) Given the reactants I[C:2]1[CH:7]=[C:6]([N:8]([CH3:10])[CH3:9])[CH:5]=[CH:4][N:3]=1.[CH3:11][O:12][C:13]1[CH:14]=[C:15](B(O)O)[CH:16]=[CH:17][CH:18]=1.C([O-])([O-])=O.[K+].[K+], predict the reaction product. The product is: [CH3:11][O:12][C:13]1[CH:18]=[C:17]([C:2]2[CH:7]=[C:6]([N:8]([CH3:10])[CH3:9])[CH:5]=[CH:4][N:3]=2)[CH:16]=[CH:15][CH:14]=1. (4) Given the reactants [CH3:1][C:2]([C:22]([O:24][CH3:25])=[O:23])([CH3:21])[NH:3][C:4]([C:6]1[CH:11]=[CH:10][C:9]([C:12]2[CH:17]=[CH:16][C:15]([N+:18]([O-])=O)=[CH:14][CH:13]=2)=[CH:8][CH:7]=1)=[O:5].Cl, predict the reaction product. The product is: [NH2:18][C:15]1[CH:14]=[CH:13][C:12]([C:9]2[CH:10]=[CH:11][C:6]([C:4]([NH:3][C:2]([CH3:21])([C:22]([O:24][CH3:25])=[O:23])[CH3:1])=[O:5])=[CH:7][CH:8]=2)=[CH:17][CH:16]=1. (5) Given the reactants [C:1]12[C:7](=[CH:8][CH:9]=[CH:10][CH:11]=1)[NH:6]C(=O)[O:4][C:2]2=O.Cl.[O:14]([NH2:16])[CH3:15].C(N(CC)CC)C, predict the reaction product. The product is: [NH2:6][C:7]1[CH:8]=[CH:9][CH:10]=[CH:11][C:1]=1[C:2]([NH:16][O:14][CH3:15])=[O:4]. (6) Given the reactants [OH:1][C:2]1[CH:11]=[C:10]2[C:5]([C:6]([O:12][C:13]3[C:14]([C:23](=[O:25])[CH3:24])=[N:15][C:16]4[C:21]([CH:22]=3)=[CH:20][CH:19]=[CH:18][CH:17]=4)=[CH:7][CH:8]=[N:9]2)=[CH:4][C:3]=1[O:26][CH3:27].C1(P(C2C=CC=CC=2)C2C=CC=CC=2)C=CC=CC=1.CC1(C)[O:53][CH2:52][CH:51]([CH2:54]O)[CH2:50][O:49]1.CCOC(/N=N/C(OCC)=O)=O.S(=O)(=O)(O)O.[OH-].[Na+], predict the reaction product. The product is: [OH:49][CH2:50][CH:51]([CH2:52][OH:53])[CH2:54][O:1][C:2]1[CH:11]=[C:10]2[C:5]([C:6]([O:12][C:13]3[C:14]([C:23](=[O:25])[CH3:24])=[N:15][C:16]4[C:21]([CH:22]=3)=[CH:20][CH:19]=[CH:18][CH:17]=4)=[CH:7][CH:8]=[N:9]2)=[CH:4][C:3]=1[O:26][CH3:27].